This data is from Full USPTO retrosynthesis dataset with 1.9M reactions from patents (1976-2016). The task is: Predict the reactants needed to synthesize the given product. (1) Given the product [Br:1][C:2]1[CH:3]=[C:4]([CH:8]=[C:9]([O:11][C:12]([F:15])([F:14])[F:13])[CH:10]=1)[C:5]([Cl:19])=[O:6], predict the reactants needed to synthesize it. The reactants are: [Br:1][C:2]1[CH:3]=[C:4]([CH:8]=[C:9]([O:11][C:12]([F:15])([F:14])[F:13])[CH:10]=1)[C:5](O)=[O:6].C(Cl)(=O)C([Cl:19])=O. (2) Given the product [Br:18][CH2:1][C:2]1[CH:6]=[CH:5][S:4][C:3]=1[C:7]([O:9][CH3:10])=[O:8], predict the reactants needed to synthesize it. The reactants are: [CH3:1][C:2]1[CH:6]=[CH:5][S:4][C:3]=1[C:7]([O:9][CH3:10])=[O:8].C1C(=O)N([Br:18])C(=O)C1.CC(N=NC(C#N)(C)C)(C#N)C.